From a dataset of HIV replication inhibition screening data with 41,000+ compounds from the AIDS Antiviral Screen. Binary Classification. Given a drug SMILES string, predict its activity (active/inactive) in a high-throughput screening assay against a specified biological target. (1) The compound is COc1cc2cc[n+]3c4cc(OC)c(OC)cc4c(C)cc3c2cc1OC.[Cl-]. The result is 0 (inactive). (2) The compound is COc1cc2cc(C(=O)N3CC(CCl)c4ccc(NCCN)cc43)[nH]c2c(OC)c1OC.Cl. The result is 0 (inactive).